Dataset: Reaction yield outcomes from USPTO patents with 853,638 reactions. Task: Predict the reaction yield, written as a fraction of the theoretical maximum amount of product (1.0 means a 100% yield; for example, 0.34 means a 34% yield). (1) The reactants are [CH3:1][O:2][C:3]1[C:8]2[C:9](=O)[CH2:10][O:11][C:7]=2[CH:6]=[CH:5][CH:4]=1.C([O-])(=O)C.[Na+].Cl.[NH2:19][OH:20]. The catalyst is C(O)C. The product is [CH3:1][O:2][C:3]1[C:8]2[C:9](=[N:19][OH:20])[CH2:10][O:11][C:7]=2[CH:6]=[CH:5][CH:4]=1. The yield is 0.880. (2) The reactants are [C:1]([OH:4])(=[O:3])[CH3:2].[CH2:5](O)[CH3:6].S(=O)(=O)(O)O.[C:13](=[O:16])([O-])[O-].[Na+].[Na+].[C:19]1([CH3:25])[CH:24]=[CH:23][CH:22]=[CH:21][CH:20]=1. The catalyst is O. The product is [CH2:5]([O:3][C:1](=[O:4])[CH2:2][C:22]1[CH:21]=[CH:20][C:13]2[O:16][CH2:25][CH2:19][C:24]=2[CH:23]=1)[CH3:6]. The yield is 0.870.